From a dataset of Reaction yield outcomes from USPTO patents with 853,638 reactions. Predict the reaction yield, written as a fraction of the theoretical maximum amount of product (1.0 means a 100% yield; for example, 0.34 means a 34% yield). (1) The catalyst is O. The reactants are [O:1]=[C:2]1[CH2:6][CH2:5][CH2:4][N:3]1[C:7]12[CH2:16][CH:11]3[CH2:12][CH:13]([CH2:15][C:9]([C:17](OC)=[O:18])([CH2:10]3)[CH2:8]1)[CH2:14]2.O1CCCC1.[BH4-].[Li+]. The yield is 0.910. The product is [OH:18][CH2:17][C:9]12[CH2:10][CH:11]3[CH2:12][CH:13]([CH2:14][C:7]([N:3]4[CH2:4][CH2:5][CH2:6][C:2]4=[O:1])([CH2:16]3)[CH2:8]1)[CH2:15]2. (2) The yield is 0.680. The reactants are Cl[C:2]1[CH:7]=[CH:6][N:5]2[N:8]=[CH:9][CH:10]=[C:4]2[N:3]=1.[F:11][C:12]1[CH:17]=[CH:16][C:15]([F:18])=[CH:14][C:13]=1[C@H:19]1[CH2:23][CH2:22][CH2:21][NH:20]1.C(O)CCC.CCN(C(C)C)C(C)C. The catalyst is CCOC(C)=O. The product is [F:11][C:12]1[CH:17]=[CH:16][C:15]([F:18])=[CH:14][C:13]=1[C@H:19]1[CH2:23][CH2:22][CH2:21][N:20]1[C:2]1[CH:7]=[CH:6][N:5]2[N:8]=[CH:9][CH:10]=[C:4]2[N:3]=1. (3) The reactants are N[C@H:2]([C:10]([OH:12])=[O:11])[CH2:3][C:4]1[CH:9]=[CH:8][CH:7]=[CH:6][CH:5]=1.S(=O)(=O)(O)[OH:14].N([O-])=O.[Na+]. The catalyst is O. The product is [OH:14][C@@H:2]([CH2:3][C:4]1[CH:9]=[CH:8][CH:7]=[CH:6][CH:5]=1)[C:10]([OH:12])=[O:11]. The yield is 0.690. (4) The reactants are [CH3:1][S:2]([NH:5][C@@H:6]1[C:14]2[C:9](=[CH:10][CH:11]=[CH:12][CH:13]=2)[CH2:8][C@@H:7]1OS(C)(=O)=O)(=[O:4])=[O:3].[N-:20]=[N+]=[N-].[Na+]. The catalyst is CC(N(C)C)=O.CCOC(C)=O. The product is [NH2:20][C@@H:7]1[CH2:8][C:9]2[C:14](=[CH:13][CH:12]=[CH:11][CH:10]=2)[C@H:6]1[NH:5][S:2]([CH3:1])(=[O:4])=[O:3]. The yield is 0.830. (5) The reactants are [O:1]([C:8]1[CH:9]=[C:10]2[C:15](=[CH:16][CH:17]=1)[CH2:14][CH:13]([C:18]([C:20]1[O:21][C:22]([C:25]3[N:30]=[C:29]([C:31]([O:33]C)=[O:32])[CH:28]=[CH:27][CH:26]=3)=[CH:23][N:24]=1)=[O:19])[CH2:12][CH2:11]2)[C:2]1[CH:7]=[CH:6][CH:5]=[CH:4][CH:3]=1. The catalyst is CC(O)=O.CCOC(C)=O. The product is [O:1]([C:8]1[CH:9]=[C:10]2[C:15](=[CH:16][CH:17]=1)[CH2:14][CH:13]([C:18]([C:20]1[O:21][C:22]([C:25]3[N:30]=[C:29]([C:31]([OH:33])=[O:32])[CH:28]=[CH:27][CH:26]=3)=[CH:23][N:24]=1)=[O:19])[CH2:12][CH2:11]2)[C:2]1[CH:7]=[CH:6][CH:5]=[CH:4][CH:3]=1. The yield is 0.700. (6) The product is [OH:2][C:3]1[C:4]([CH:13]=[O:14])=[CH:5][C:6]2[O:11][CH2:10][CH2:9][O:8][C:7]=2[CH:12]=1. The reactants are C[O:2][C:3]1[C:4]([CH:13]=[O:14])=[CH:5][C:6]2[O:11][CH2:10][CH2:9][O:8][C:7]=2[CH:12]=1.B(Br)(Br)Br.C(=O)([O-])[O-].[K+].[K+]. The yield is 1.00. The catalyst is ClCCl.O. (7) The reactants are [NH2:1][C:2]1[CH:10]=[CH:9][CH:8]=[C:7]([Cl:11])[C:3]=1[C:4]([OH:6])=O.O=S(Cl)Cl.[Cl:16][C:17]1[CH:23]=[CH:22][CH:21]=[CH:20][C:18]=1[NH2:19].C(Cl)(Cl)Cl. The catalyst is C1C=CC=CC=1. The product is [NH2:1][C:2]1[CH:10]=[CH:9][CH:8]=[C:7]([Cl:11])[C:3]=1[C:4]([NH:19][C:18]1[CH:20]=[CH:21][CH:22]=[CH:23][C:17]=1[Cl:16])=[O:6]. The yield is 0.260. (8) The reactants are [CH3:1][O:2][C:3]1[C:17]([O:18][CH3:19])=[CH:16][CH:15]=[C:14]([C:20]2[CH:21]=[C:22]3[C:26](=[CH:27][CH:28]=2)[C:25](=[O:29])[O:24][CH2:23]3)[C:4]=1[O:5][CH2:6][C:7]([CH3:13])([CH3:12])[C:8]([O:10]C)=[O:9].[OH-].[Li+]. The catalyst is O1CCCC1.O. The product is [CH3:1][O:2][C:3]1[C:17]([O:18][CH3:19])=[CH:16][CH:15]=[C:14]([C:20]2[CH:21]=[C:22]3[C:26](=[CH:27][CH:28]=2)[C:25](=[O:29])[O:24][CH2:23]3)[C:4]=1[O:5][CH2:6][C:7]([CH3:13])([CH3:12])[C:8]([OH:10])=[O:9]. The yield is 0.630.